Task: Predict the product of the given reaction.. Dataset: Forward reaction prediction with 1.9M reactions from USPTO patents (1976-2016) (1) Given the reactants [C:1]([O:5][C:6](=[O:16])[N:7]([C:9]1[CH:14]=[CH:13][C:12](I)=[CH:11][CH:10]=1)[CH3:8])([CH3:4])([CH3:3])[CH3:2].[CH2:17]([OH:22])[CH2:18][CH2:19][C:20]#[CH:21], predict the reaction product. The product is: [C:1]([O:5][C:6](=[O:16])[N:7]([C:9]1[CH:14]=[CH:13][C:12]([C:21]#[C:20][CH2:19][CH2:18][CH2:17][OH:22])=[CH:11][CH:10]=1)[CH3:8])([CH3:4])([CH3:3])[CH3:2]. (2) Given the reactants [CH3:1][O:2][C:3]1[CH:11]=[CH:10][CH:9]=[C:8]2[C:4]=1[CH:5]([OH:22])[N:6]([C:13]([CH3:21])([C:15]1[CH:20]=[CH:19][CH:18]=[CH:17][CH:16]=1)[CH3:14])[C:7]2=[O:12].CN(CCN(C)C)C.C([Li])(CC)C.CCCCCC.[I:42]I, predict the reaction product. The product is: [CH3:1][O:2][C:3]1[CH:11]=[CH:10][C:9]([I:42])=[C:8]2[C:4]=1[CH:5]([OH:22])[N:6]([C:13]([CH3:14])([C:15]1[CH:20]=[CH:19][CH:18]=[CH:17][CH:16]=1)[CH3:21])[C:7]2=[O:12]. (3) Given the reactants [Cl:1]OC(C)(C)C.[Cl-:7].[NH2:8][C:9]([CH3:19])([CH3:18])[CH2:10][N+:11]1([CH3:17])[CH2:16][CH2:15][O:14][CH2:13][CH2:12]1, predict the reaction product. The product is: [Cl-:1].[Cl:7][N:8]([Cl:1])[C:9]([CH3:19])([CH3:18])[CH2:10][N+:11]1([CH3:17])[CH2:12][CH2:13][O:14][CH2:15][CH2:16]1. (4) Given the reactants [C:1]([O:4][CH2:5][C:6]1[CH2:13][S:12][C@@H:11]2[N:8]([C:9](=[O:29])[C@H:10]2[N:14]([CH2:22][C:23]2[CH:28]=[CH:27][CH:26]=[CH:25][N:24]=2)[CH2:15][C:16]2[CH:21]=[CH:20][CH:19]=[CH:18][N:17]=2)[C:7]=1[C:30]([O:32]C)=[O:31])(=[O:3])[CH3:2].O.[OH-].[Li+].Cl, predict the reaction product. The product is: [C:1]([O:4][CH2:5][C:6]1[CH2:13][S:12][C@@H:11]2[N:8]([C:9](=[O:29])[C@H:10]2[N:14]([CH2:22][C:23]2[CH:28]=[CH:27][CH:26]=[CH:25][N:24]=2)[CH2:15][C:16]2[CH:21]=[CH:20][CH:19]=[CH:18][N:17]=2)[C:7]=1[C:30]([OH:32])=[O:31])(=[O:3])[CH3:2]. (5) Given the reactants [Cl:1][C:2]1[CH:7]=[CH:6][C:5]([N:8]2[C:12]([CH2:13][O:14][C:15]3[C:20]([F:21])=[CH:19][C:18]([CH:22]4[CH2:24][CH:23]4[CH2:25][C:26]([O:28]CC)=[O:27])=[CH:17][C:16]=3[F:31])=[CH:11][C:10]([CH3:32])=[N:9]2)=[CH:4][CH:3]=1.[Li+].[OH-].Cl, predict the reaction product. The product is: [Cl:1][C:2]1[CH:3]=[CH:4][C:5]([N:8]2[C:12]([CH2:13][O:14][C:15]3[C:20]([F:21])=[CH:19][C:18]([CH:22]4[CH2:24][CH:23]4[CH2:25][C:26]([OH:28])=[O:27])=[CH:17][C:16]=3[F:31])=[CH:11][C:10]([CH3:32])=[N:9]2)=[CH:6][CH:7]=1. (6) Given the reactants [CH2:1]([O:8][C:9]([N:11]1[CH2:16][CH2:15][C@H:14]([OH:17])[C@@H:13]([NH2:18])[CH2:12]1)=[O:10])[C:2]1[CH:7]=[CH:6][CH:5]=[CH:4][CH:3]=1.[CH:19]1([N:24]2[CH2:30][C:29]([F:32])([F:31])[C:28](=[O:33])[N:27]([CH3:34])[C:26]3[CH:35]=[N:36][C:37]([NH:39][C:40]4[CH:48]=[CH:47][C:43]([C:44](O)=[O:45])=[CH:42][C:41]=4[O:49][CH3:50])=[N:38][C:25]2=3)[CH2:23][CH2:22][CH2:21][CH2:20]1.F[P-](F)(F)(F)(F)F.[CH3:58]N(C(N(C)C)=[N+]1C2C=CC=CC=2[N+]([O-])=N1)C.C(N(C(C)C)CC)(C)C, predict the reaction product. The product is: [CH2:1]([O:8][C:9]([N:11]1[CH2:16][CH2:15][CH:14]([O:17][CH3:58])[CH:13]([NH:18][C:44](=[O:45])[C:43]2[CH:47]=[CH:48][C:40]([NH:39][C:37]3[N:36]=[CH:35][C:26]4[N:27]([CH3:34])[C:28](=[O:33])[C:29]([F:31])([F:32])[CH2:30][N:24]([CH:19]5[CH2:20][CH2:21][CH2:22][CH2:23]5)[C:25]=4[N:38]=3)=[C:41]([O:49][CH3:50])[CH:42]=2)[CH2:12]1)=[O:10])[C:2]1[CH:3]=[CH:4][CH:5]=[CH:6][CH:7]=1. (7) Given the reactants [C:1]([Si:5]([CH3:15])([CH3:14])[O:6][C@H:7]1[CH2:12][CH2:11][C@H:10]([NH2:13])[CH2:9][CH2:8]1)([CH3:4])([CH3:3])[CH3:2].C(N(CC)CC)C.[C:23](Cl)(Cl)=[O:24].C1(C)C=CC=CC=1, predict the reaction product. The product is: [C:1]([Si:5]([CH3:15])([CH3:14])[O:6][C@H:7]1[CH2:8][CH2:9][C@H:10]([N:13]=[C:23]=[O:24])[CH2:11][CH2:12]1)([CH3:4])([CH3:3])[CH3:2]. (8) Given the reactants [CH:1]([C:3]1[CH:4]=[CH:5][C:6](O)=[C:7]([CH:11]=1)[C:8]([OH:10])=[O:9])=[O:2].CN([CH:16]=[O:17])C.[C:18]([O-])([O-])=O.[K+].[K+].CI, predict the reaction product. The product is: [CH:1]([C:3]1[CH:4]=[CH:5][C:6]([O:17][CH3:16])=[C:7]([CH:11]=1)[C:8]([O:10][CH3:18])=[O:9])=[O:2]. (9) Given the reactants [NH2:1][C:2]1[CH:7]=[CH:6][N:5]=[CH:4][CH:3]=1.Cl[C:9]([O:11][C:12]1[CH:17]=[CH:16][C:15]([N+:18]([O-:20])=[O:19])=[CH:14][CH:13]=1)=[O:10].N1C=CC=CC=1, predict the reaction product. The product is: [N:5]1[CH:6]=[CH:7][C:2]([NH:1][C:9](=[O:10])[O:11][C:12]2[CH:13]=[CH:14][C:15]([N+:18]([O-:20])=[O:19])=[CH:16][CH:17]=2)=[CH:3][CH:4]=1.